From a dataset of Forward reaction prediction with 1.9M reactions from USPTO patents (1976-2016). Predict the product of the given reaction. Given the reactants [CH2:1]([C:4]([C@H:6]([C@@H:8]([C@@H:10]([CH2:12][OH:13])[OH:11])[OH:9])[OH:7])=[O:5])[CH:2]=[CH2:3].[C:14](Cl)(=[O:21])[C:15]1[CH:20]=[CH:19][CH:18]=[CH:17][CH:16]=1, predict the reaction product. The product is: [CH2:1]([C:4]([C@:6]([C:14](=[O:21])[C:15]1[CH:20]=[CH:19][CH:18]=[CH:17][CH:16]=1)([C@@:8]([C:14](=[O:21])[C:15]1[CH:20]=[CH:19][CH:18]=[CH:17][CH:16]=1)([C@@H:10]([CH2:12][OH:13])[OH:11])[OH:9])[OH:7])=[O:5])[CH:2]=[CH2:3].